Predict the reaction yield, written as a fraction of the theoretical maximum amount of product (1.0 means a 100% yield; for example, 0.34 means a 34% yield). From a dataset of Reaction yield outcomes from USPTO patents with 853,638 reactions. (1) The reactants are Cl[C:2]1[N:7]2[N:8]=[C:9]([C:17]3[CH:22]=[CH:21][C:20]([F:23])=[CH:19][CH:18]=3)[C:10]([C:11]3[CH:16]=[CH:15][N:14]=[CH:13][CH:12]=3)=[C:6]2[CH:5]=[CH:4][CH:3]=1.[CH3:24][N:25]1[CH2:29][CH2:28][CH2:27][CH:26]1[CH2:30][CH2:31][NH2:32]. The catalyst is C(O)(C)C. The product is [F:23][C:20]1[CH:21]=[CH:22][C:17]([C:9]2[C:10]([C:11]3[CH:16]=[CH:15][N:14]=[CH:13][CH:12]=3)=[C:6]3[CH:5]=[CH:4][CH:3]=[C:2]([NH:32][CH2:31][CH2:30][CH:26]4[CH2:27][CH2:28][CH2:29][N:25]4[CH3:24])[N:7]3[N:8]=2)=[CH:18][CH:19]=1. The yield is 0.170. (2) The reactants are [Cl:1][C:2]1[CH:3]=[C:4]2[C:8](=[CH:9][CH:10]=1)[N:7]([C:11]1[N:15]([CH3:16])[N:14]=[C:13]([CH3:17])[C:12]=1[CH2:18][CH2:19][CH2:20][OH:21])[CH:6]=[CH:5]2.[CH2:22]([N:24]=[C:25]=[O:26])[CH3:23]. The catalyst is N1C=CC=CC=1. The product is [CH2:22]([NH:24][C:25](=[O:26])[O:21][CH2:20][CH2:19][CH2:18][C:12]1[C:13]([CH3:17])=[N:14][N:15]([CH3:16])[C:11]=1[N:7]1[C:8]2[C:4](=[CH:3][C:2]([Cl:1])=[CH:10][CH:9]=2)[CH:5]=[CH:6]1)[CH3:23]. The yield is 0.860. (3) The reactants are [NH2:1][C:2]1[NH:6][N:5]=[C:4]([CH3:7])[C:3]=1[C:8]1[S:9][C:10]2[CH:16]=[C:15]([S:17](Cl)(=[O:19])=[O:18])[CH:14]=[CH:13][C:11]=2[N:12]=1.[CH3:21][O:22][CH2:23][CH2:24][NH2:25].CN1CCOCC1. The catalyst is CO. The product is [CH3:21][O:22][CH2:23][CH2:24][NH:25][S:17]([C:15]1[CH:14]=[CH:13][C:11]2[N:12]=[C:8]([C:3]3[C:4]([CH3:7])=[N:5][NH:6][C:2]=3[NH2:1])[S:9][C:10]=2[CH:16]=1)(=[O:19])=[O:18]. The yield is 0.460. (4) The reactants are [CH2:1]([O:3][C:4]([C:6]1[C:10]([CH3:11])=[C:9]([C:12]2[CH:17]=[CH:16][CH:15]=[C:14]([N+:18]([O-])=O)[C:13]=2[O:21][CH3:22])[N:8]([CH3:23])[C:7]=1[CH3:24])=[O:5])[CH3:2].C(N)=O. The catalyst is C(OCC)(=O)C.[Pd]. The product is [CH2:1]([O:3][C:4]([C:6]1[C:10]([CH3:11])=[C:9]([C:12]2[CH:17]=[CH:16][CH:15]=[C:14]([NH2:18])[C:13]=2[O:21][CH3:22])[N:8]([CH3:23])[C:7]=1[CH3:24])=[O:5])[CH3:2]. The yield is 0.860. (5) The reactants are C1([C@@H](NC2C=C(C3C=CC=C4C=3C=CC=N4)N=CC=2N)C)C=CC=CC=1.[C:27]1([C@@H:33]([N:35]2[C:43]3[CH:42]=[C:41]([C:44]4[CH:53]=[CH:52][CH:51]=[C:50]5[C:45]=4[CH:46]=[CH:47][CH:48]=[N:49]5)[N:40]=[CH:39][C:38]=3[NH:37][C:36]2=[O:54])[CH3:34])[CH:32]=[CH:31][CH:30]=[CH:29][CH:28]=1.NC(N)=O.O. The catalyst is CN1CCCC1=O. The product is [C:27]1([C@@H:33]([N:35]2[C:43]3[CH:42]=[C:41]([C:44]4[CH:53]=[CH:52][CH:51]=[C:50]5[C:45]=4[CH:46]=[CH:47][CH:48]=[N:49]5)[N:40]=[CH:39][C:38]=3[NH:37][C:36]2=[O:54])[CH3:34])[CH:28]=[CH:29][CH:30]=[CH:31][CH:32]=1. The yield is 0.190. (6) The reactants are [Li]CCCC.[CH3:6][OH:7].[N+:8]([C:11]1[CH:12]=[C:13]([CH:17]=[C:18]([N+]([O-])=O)[CH:19]=1)[C:14]([OH:16])=[O:15])([O-:10])=[O:9].OS(O)(=O)=O. The catalyst is O. The product is [CH3:6][O:7][C:18]1[CH:17]=[C:13]([CH:12]=[C:11]([N+:8]([O-:10])=[O:9])[CH:19]=1)[C:14]([OH:16])=[O:15]. The yield is 0.810.